Dataset: Full USPTO retrosynthesis dataset with 1.9M reactions from patents (1976-2016). Task: Predict the reactants needed to synthesize the given product. (1) Given the product [Cl:21][C:17]1[CH:16]=[C:15]([C:13]2[CH:14]=[C:9]([CH2:8][C:5]3[CH:4]=[N:3][C:2]([NH:28][CH2:27][CH2:26][N:25]([CH3:29])[CH3:24])=[N:7][CH:6]=3)[CH:10]=[N:11][C:12]=2[O:22][CH3:23])[CH:20]=[CH:19][CH:18]=1, predict the reactants needed to synthesize it. The reactants are: Cl[C:2]1[N:7]=[CH:6][C:5]([CH2:8][C:9]2[CH:10]=[N:11][C:12]([O:22][CH3:23])=[C:13]([C:15]3[CH:20]=[CH:19][CH:18]=[C:17]([Cl:21])[CH:16]=3)[CH:14]=2)=[CH:4][N:3]=1.[CH3:24][N:25]([CH3:29])[CH2:26][CH2:27][NH2:28].CCN(C(C)C)C(C)C.CCOC(C)=O. (2) The reactants are: [Br:1][C:2]1[N:3]=[C:4]([CH:8]2[CH2:10][CH2:9]2)[NH:5][C:6]=1[Br:7].[H-].[Na+].[CH3:13][Si:14]([CH3:21])([CH3:20])[CH2:15][CH2:16][O:17][CH2:18]Cl. Given the product [Br:1][C:2]1[N:3]=[C:4]([CH:8]2[CH2:10][CH2:9]2)[N:5]([CH2:18][O:17][CH2:16][CH2:15][Si:14]([CH3:21])([CH3:20])[CH3:13])[C:6]=1[Br:7], predict the reactants needed to synthesize it.